From a dataset of Full USPTO retrosynthesis dataset with 1.9M reactions from patents (1976-2016). Predict the reactants needed to synthesize the given product. (1) Given the product [F:1][C:2]1[CH:31]=[CH:30][C:5]([CH2:6][N:7]([CH2:21][C:22]2[CH:27]=[CH:26][C:25]([O:28][CH3:29])=[CH:24][CH:23]=2)[S:8]([C:11]2[CH:12]=[CH:13][C:14]([C:15]([OH:17])=[O:16])=[CH:19][CH:20]=2)(=[O:10])=[O:9])=[CH:4][CH:3]=1, predict the reactants needed to synthesize it. The reactants are: [F:1][C:2]1[CH:31]=[CH:30][C:5]([CH2:6][N:7]([CH2:21][C:22]2[CH:27]=[CH:26][C:25]([O:28][CH3:29])=[CH:24][CH:23]=2)[S:8]([C:11]2[CH:20]=[CH:19][C:14]([C:15]([O:17]C)=[O:16])=[CH:13][CH:12]=2)(=[O:10])=[O:9])=[CH:4][CH:3]=1.[OH-].[Na+]. (2) Given the product [CH2:1]([O:3][C:4](=[O:48])[C:5]([CH3:47])([CH3:46])[CH2:6][C:7]1[N:8]([CH2:30][C:31]2[CH:36]=[CH:35][C:34]([C:50]3[CH:55]=[CH:54][C:53]([CH2:56][OH:57])=[CH:52][N:51]=3)=[CH:33][CH:32]=2)[C:9]2[C:14]([C:15]=1[S:16][C:17]([CH3:20])([CH3:18])[CH3:19])=[CH:13][C:12]([O:21][CH2:22][C:23]1[CH:28]=[CH:27][C:26]([CH3:29])=[CH:25][N:24]=1)=[CH:11][CH:10]=2)[CH3:2], predict the reactants needed to synthesize it. The reactants are: [CH2:1]([O:3][C:4](=[O:48])[C:5]([CH3:47])([CH3:46])[CH2:6][C:7]1[N:8]([CH2:30][C:31]2[CH:36]=[CH:35][C:34](B3OC(C)(C)C(C)(C)O3)=[CH:33][CH:32]=2)[C:9]2[C:14]([C:15]=1[S:16][C:17]([CH3:20])([CH3:19])[CH3:18])=[CH:13][C:12]([O:21][CH2:22][C:23]1[CH:28]=[CH:27][C:26]([CH3:29])=[CH:25][N:24]=1)=[CH:11][CH:10]=2)[CH3:2].Cl[C:50]1[CH:55]=[CH:54][C:53]([CH2:56][OH:57])=[CH:52][N:51]=1.C(=O)([O-])[O-].[K+].[K+]. (3) Given the product [CH2:13]([O:1][C:2]1[CH:9]=[CH:8][C:5]([C:6]([OH:18])=[O:7])=[C:4]([O:10][CH3:11])[CH:3]=1)[CH2:14][CH2:15][CH3:16], predict the reactants needed to synthesize it. The reactants are: [OH:1][C:2]1[CH:9]=[CH:8][C:5]([CH:6]=[O:7])=[C:4]([O:10][CH3:11])[CH:3]=1.Br[CH2:13][CH2:14][CH2:15][CH3:16].P([O-])(O)(O)=[O:18].[Na+].S(=O)(=O)(O)O.Cl([O-])=O.[Na+].S([O-])([O-])=O.[Na+].[Na+].Cl. (4) Given the product [ClH:1].[CH2:2]([C:4]1[S:5][C:6]2[C:15]3[CH:14]=[CH:13][CH:12]=[CH:11][C:10]=3[N:9]=[C:8]([NH2:16])[C:7]=2[N:17]=1)[CH3:3], predict the reactants needed to synthesize it. The reactants are: [ClH:1].[CH2:2]([C:4]1[S:5][C:6]2[C:15]3[CH:14]=[CH:13][CH:12]=[CH:11][C:10]=3[N:9]=[C:8]([NH2:16])[C:7]=2[N:17]=1)[CH3:3].